Dataset: NCI-60 drug combinations with 297,098 pairs across 59 cell lines. Task: Regression. Given two drug SMILES strings and cell line genomic features, predict the synergy score measuring deviation from expected non-interaction effect. (1) Drug 1: CC(C1=C(C=CC(=C1Cl)F)Cl)OC2=C(N=CC(=C2)C3=CN(N=C3)C4CCNCC4)N. Drug 2: CC1=CC2C(CCC3(C2CCC3(C(=O)C)OC(=O)C)C)C4(C1=CC(=O)CC4)C. Cell line: M14. Synergy scores: CSS=-8.95, Synergy_ZIP=3.28, Synergy_Bliss=-0.425, Synergy_Loewe=-3.28, Synergy_HSA=-4.61. (2) Drug 1: CC1CCC2CC(C(=CC=CC=CC(CC(C(=O)C(C(C(=CC(C(=O)CC(OC(=O)C3CCCCN3C(=O)C(=O)C1(O2)O)C(C)CC4CCC(C(C4)OC)OCCO)C)C)O)OC)C)C)C)OC. Drug 2: C1C(C(OC1N2C=NC(=NC2=O)N)CO)O. Cell line: SK-MEL-28. Synergy scores: CSS=4.20, Synergy_ZIP=-1.43, Synergy_Bliss=-0.952, Synergy_Loewe=-5.34, Synergy_HSA=-3.33. (3) Synergy scores: CSS=-2.58, Synergy_ZIP=2.03, Synergy_Bliss=2.17, Synergy_Loewe=-3.98, Synergy_HSA=-3.31. Cell line: KM12. Drug 1: CCCCCOC(=O)NC1=NC(=O)N(C=C1F)C2C(C(C(O2)C)O)O. Drug 2: COCCOC1=C(C=C2C(=C1)C(=NC=N2)NC3=CC=CC(=C3)C#C)OCCOC.Cl. (4) Drug 1: C1=NC2=C(N1)C(=S)N=CN2. Drug 2: CC1C(C(CC(O1)OC2CC(CC3=C2C(=C4C(=C3O)C(=O)C5=C(C4=O)C(=CC=C5)OC)O)(C(=O)CO)O)N)O.Cl. Cell line: SK-OV-3. Synergy scores: CSS=25.5, Synergy_ZIP=-9.07, Synergy_Bliss=-5.88, Synergy_Loewe=-3.95, Synergy_HSA=-1.84. (5) Drug 1: C1C(C(OC1N2C=NC3=C(N=C(N=C32)Cl)N)CO)O. Drug 2: C1CN1C2=NC(=NC(=N2)N3CC3)N4CC4. Cell line: OVCAR3. Synergy scores: CSS=37.3, Synergy_ZIP=-10.4, Synergy_Bliss=-2.89, Synergy_Loewe=-2.73, Synergy_HSA=0.631. (6) Drug 2: C1CN(P(=O)(OC1)NCCCl)CCCl. Cell line: CAKI-1. Synergy scores: CSS=12.8, Synergy_ZIP=-6.00, Synergy_Bliss=1.66, Synergy_Loewe=-18.2, Synergy_HSA=0.638. Drug 1: CN(CCCl)CCCl.Cl. (7) Drug 2: C(CC(=O)O)C(=O)CN.Cl. Cell line: COLO 205. Drug 1: C1CN1P(=S)(N2CC2)N3CC3. Synergy scores: CSS=32.5, Synergy_ZIP=-7.84, Synergy_Bliss=-3.13, Synergy_Loewe=-13.3, Synergy_HSA=-2.11.